This data is from Catalyst prediction with 721,799 reactions and 888 catalyst types from USPTO. The task is: Predict which catalyst facilitates the given reaction. (1) Reactant: [CH3:1][O:2][C:3]1[CH:8]=[CH:7][N:6]=[C:5]2[NH:9][CH:10]=[C:11]([CH:12]3[CH2:17][CH2:16][N:15](C(OC(C)(C)C)=O)[CH2:14][CH2:13]3)[C:4]=12.Cl.CCOC(C)=O. Product: [CH3:1][O:2][C:3]1[CH:8]=[CH:7][N:6]=[C:5]2[NH:9][CH:10]=[C:11]([CH:12]3[CH2:17][CH2:16][NH:15][CH2:14][CH2:13]3)[C:4]=12. The catalyst class is: 2. (2) Product: [CH3:10][C:2]1([CH3:1])[C:5](=[O:6])[CH2:4][CH:3]1[NH:25][C:33](=[O:36])[O:32][C:28]([CH3:31])([CH3:30])[CH3:29]. The catalyst class is: 11. Reactant: [CH3:1][C:2]1([CH3:10])[C:5](=[O:6])[CH2:4][CH:3]1C(O)=O.C1(P([N:25]=[N+]=[N-])(C2C=CC=CC=2)=O)C=CC=CC=1.[C:28]([OH:32])([CH3:31])([CH3:30])[CH3:29].[C:33](=[O:36])(O)[O-].[Na+]. (3) Reactant: [CH3:1][O:2][C:3]1C=C[C:6]2[C:7](C)=[N:8][O:9][C:5]=2[C:4]=1[CH:13]=[O:14].[CH3:15][O-].[Na+]. Product: [CH3:1][O:2][C:3]1[C:4]([CH:13]=[O:14])=[C:5]([O:9][CH3:15])[CH:6]=[CH:7][N:8]=1. The catalyst class is: 5. (4) Reactant: Br[C:2]1[CH:3]=[C:4]2[C:9](=[CH:10][CH:11]=1)C=NC/[C:5]/2=[CH:12]\[NH:13][CH2:14][C:15]1[CH:20]=[CH:19][C:18]([O:21][CH:22]([F:24])[F:23])=[C:17]([OH:25])[CH:16]=1.[O:26]1[CH:30]=[CH:29][C:28](B(O)O)=[CH:27]1.C([O-])([O-])=[O:35].[Na+].[Na+].C[N:41]([CH3:44])[CH:42]=[O:43]. Product: [F:23][CH:22]([F:24])[O:21][C:18]1[CH:19]=[CH:20][C:15]([CH2:14][NH:13]/[CH:12]=[C:5]2\[C:44](=[O:35])[NH:41][C:42](=[O:43])[C:3]3[C:4]\2=[CH:9][C:10]([C:28]2[CH:29]=[CH:30][O:26][CH:27]=2)=[CH:11][CH:2]=3)=[CH:16][C:17]=1[OH:25]. The catalyst class is: 73.